Dataset: Forward reaction prediction with 1.9M reactions from USPTO patents (1976-2016). Task: Predict the product of the given reaction. (1) Given the reactants [C:1]([C:3]1[CH:8]=[CH:7][C:6]([N:9]([CH2:14][CH2:15][CH3:16])[CH2:10][C:11]([OH:13])=O)=[CH:5][C:4]=1[C:17]([F:20])([F:19])[F:18])#[N:2].[C:21]1([C@@H:27]([NH2:29])[CH3:28])[CH:26]=[CH:25][CH:24]=[CH:23][CH:22]=1, predict the reaction product. The product is: [C:1]([C:3]1[CH:8]=[CH:7][C:6]([N:9]([CH2:14][CH2:15][CH3:16])[CH2:10][C:11]([NH:29][C@H:27]([C:21]2[CH:26]=[CH:25][CH:24]=[CH:23][CH:22]=2)[CH3:28])=[O:13])=[CH:5][C:4]=1[C:17]([F:20])([F:19])[F:18])#[N:2]. (2) Given the reactants [Li+].[CH3:2]C([N-]C(C)C)C.[CH2:9]([N:16]([CH2:29][C:30]1[CH:35]=[CH:34][CH:33]=[CH:32][CH:31]=1)[CH:17]1[CH2:21][CH:20]([C:22]([O:24][CH2:25][CH3:26])=[O:23])[CH:19]([CH2:27][CH3:28])[CH2:18]1)[C:10]1[CH:15]=[CH:14][CH:13]=[CH:12][CH:11]=1.CI.[NH4+].[Cl-], predict the reaction product. The product is: [CH2:29]([N:16]([CH2:9][C:10]1[CH:11]=[CH:12][CH:13]=[CH:14][CH:15]=1)[C@@H:17]1[CH2:21][C:20]([CH3:2])([C:22]([O:24][CH2:25][CH3:26])=[O:23])[C@H:19]([CH2:27][CH3:28])[CH2:18]1)[C:30]1[CH:31]=[CH:32][CH:33]=[CH:34][CH:35]=1.[CH2:29]([N:16]([CH2:9][C:10]1[CH:11]=[CH:12][CH:13]=[CH:14][CH:15]=1)[C@H:17]1[CH2:21][C:20]([CH3:2])([C:22]([O:24][CH2:25][CH3:26])=[O:23])[C@@H:19]([CH2:27][CH3:28])[CH2:18]1)[C:30]1[CH:31]=[CH:32][CH:33]=[CH:34][CH:35]=1.